From a dataset of Catalyst prediction with 721,799 reactions and 888 catalyst types from USPTO. Predict which catalyst facilitates the given reaction. (1) Reactant: [CH2:1]([O:3][C:4]1[C:9]([O:10][CH2:11][CH3:12])=[CH:8][C:7]([C:13](=[O:19])[CH2:14][CH2:15][C:16]([OH:18])=O)=[C:6]([CH3:20])[CH:5]=1)[CH3:2].[Cl:21][C:22]1[CH:23]=[C:24]2[C:29](=[CH:30][CH:31]=1)[N:28]=[C:27]([NH2:32])[CH:26]=[C:25]2[C:33]1[CH:38]=[CH:37][CH:36]=[CH:35][CH:34]=1.CCN=C=NCCCN(C)C.C1C=CC2N(O)N=NC=2C=1. Product: [Cl:21][C:22]1[CH:23]=[C:24]2[C:29](=[CH:30][CH:31]=1)[N:28]=[C:27]([NH:32][C:16](=[O:18])[CH2:15][CH2:14][C:13]([C:7]1[CH:8]=[C:9]([O:10][CH2:11][CH3:12])[C:4]([O:3][CH2:1][CH3:2])=[CH:5][C:6]=1[CH3:20])=[O:19])[CH:26]=[C:25]2[C:33]1[CH:38]=[CH:37][CH:36]=[CH:35][CH:34]=1. The catalyst class is: 10. (2) Reactant: [CH3:1][O:2][CH2:3][C:4]#[CH:5].[Li]CCCC.[CH2:11]([N:18]([CH2:31][C:32]1[CH:37]=[CH:36][CH:35]=[CH:34][CH:33]=1)[C@H:19]1[CH2:24][CH2:23][C@H:22]([C:25](N(OC)C)=[O:26])[CH2:21][CH2:20]1)[C:12]1[CH:17]=[CH:16][CH:15]=[CH:14][CH:13]=1. Product: [CH2:31]([N:18]([CH2:11][C:12]1[CH:17]=[CH:16][CH:15]=[CH:14][CH:13]=1)[C@H:19]1[CH2:20][CH2:21][C@H:22]([C:25](=[O:26])[C:5]#[C:4][CH2:3][O:2][CH3:1])[CH2:23][CH2:24]1)[C:32]1[CH:33]=[CH:34][CH:35]=[CH:36][CH:37]=1. The catalyst class is: 1. (3) Reactant: [NH2:1][C:2]([NH2:4])=[O:3].C[O-].[Na+].CO.O=[C:11]1[CH2:16][CH2:15][N:14]([C@H:17]([C:19]2[CH:24]=[CH:23][CH:22]=[CH:21][CH:20]=2)[CH3:18])[CH2:13][C@@H:12]1[C:25](OCC)=[O:26]. Product: [C:19]1([C@@H:17]([N:14]2[CH2:15][CH2:16][C:11]3[N:1]=[C:2]([OH:3])[N:4]=[C:25]([OH:26])[C:12]=3[CH2:13]2)[CH3:18])[CH:20]=[CH:21][CH:22]=[CH:23][CH:24]=1. The catalyst class is: 249. (4) Reactant: [CH3:1][NH:2][S:3]([CH2:6][C:7]1[CH:8]=[CH:9][C:10]2[NH:15][CH:14]=[C:13]([CH2:16][CH2:17][N:18]([CH3:20])[CH3:19])[C:11]=2[CH:12]=1)(=[O:5])=[O:4].[C:21]([OH:28])(=[O:27])[CH2:22][CH2:23][C:24]([OH:26])=[O:25]. Product: [CH3:1][NH:2][S:3]([CH2:6][C:7]1[CH:8]=[CH:9][C:10]2[NH:15][CH:14]=[C:13]([CH2:16][CH2:17][N:18]([CH3:20])[CH3:19])[C:11]=2[CH:12]=1)(=[O:5])=[O:4].[CH2:22]([C:21]([OH:28])=[O:27])[CH2:23][C:24]([OH:26])=[O:25]. The catalyst class is: 21. (5) Reactant: [Cl:1][C:2]1[CH:3]=[C:4]([CH:7]=[CH:8][C:9]=1[O:10]C)[C:5]#[N:6].B(Br)(Br)Br. Product: [Cl:1][C:2]1[CH:3]=[C:4]([CH:7]=[CH:8][C:9]=1[OH:10])[C:5]#[N:6]. The catalyst class is: 2. (6) Reactant: [CH3:1][S:2](Cl)(=[O:4])=[O:3].[C:6]1([S:12]([C:15]2[CH:16]=[CH:17][C:18]3[O:23][CH2:22][C@@H:21]([CH2:24][OH:25])[O:20][C:19]=3[CH:26]=2)(=[O:14])=[O:13])[CH:11]=[CH:10][CH:9]=[CH:8][CH:7]=1.C(N(CC)CC)C. Product: [C:6]1([S:12]([C:15]2[CH:16]=[CH:17][C:18]3[O:23][CH2:22][C@@H:21]([CH2:24][O:25][S:2]([CH3:1])(=[O:4])=[O:3])[O:20][C:19]=3[CH:26]=2)(=[O:14])=[O:13])[CH:7]=[CH:8][CH:9]=[CH:10][CH:11]=1. The catalyst class is: 4. (7) Reactant: [H-].[Na+].[OH:3][C:4]1([C:9]([O:11][CH3:12])=[O:10])[CH2:8][CH2:7][CH2:6][CH2:5]1.I[CH3:14]. Product: [CH3:14][O:3][C:4]1([C:9]([O:11][CH3:12])=[O:10])[CH2:8][CH2:7][CH2:6][CH2:5]1. The catalyst class is: 1. (8) Reactant: [N+:1]([C:4]1[CH:5]=[C:6]2[C:10](=[CH:11][CH:12]=1)[NH:9][CH:8]=[C:7]2[C:13]1[CH2:22][CH2:21][C:16]2(OCC[O:17]2)[CH2:15][CH:14]=1)([O-:3])=[O:2].Cl. Product: [N+:1]([C:4]1[CH:5]=[C:6]2[C:10](=[CH:11][CH:12]=1)[NH:9][CH:8]=[C:7]2[C:13]1[CH2:22][CH2:21][C:16](=[O:17])[CH2:15][CH:14]=1)([O-:3])=[O:2]. The catalyst class is: 21. (9) Reactant: C(Cl)(=O)C(Cl)=O.CS(C)=O.[C:11]([N:15]1[C:19](=[O:20])[CH2:18][CH:17]([C:21]2[CH:26]=[CH:25][C:24]([CH2:27][C:28]3([CH2:34][OH:35])[CH2:32][CH2:31][C:30](=[O:33])[NH:29]3)=[CH:23][CH:22]=2)[S:16]1(=[O:37])=[O:36])([CH3:14])([CH3:13])[CH3:12].C(N(CC)C(C)C)(C)C. Product: [C:11]([N:15]1[C:19](=[O:20])[CH2:18][CH:17]([C:21]2[CH:26]=[CH:25][C:24]([CH2:27][C:28]3([CH:34]=[O:35])[CH2:32][CH2:31][C:30](=[O:33])[NH:29]3)=[CH:23][CH:22]=2)[S:16]1(=[O:36])=[O:37])([CH3:14])([CH3:12])[CH3:13]. The catalyst class is: 34.